Dataset: Catalyst prediction with 721,799 reactions and 888 catalyst types from USPTO. Task: Predict which catalyst facilitates the given reaction. (1) Reactant: C(OC([N:8]1[CH2:42][C@H:41]([O:43][C:44]([N:46]2[CH2:54][C:53]3[C:48](=[CH:49][CH:50]=[CH:51][C:52]=3[F:55])[CH2:47]2)=[O:45])[CH2:40][C@H:9]1[C:10]([NH:12][C@:13]1([C:18]([NH:20][S:21]([N:24]([CH3:39])[CH2:25][CH2:26][CH2:27][CH2:28][CH2:29][CH2:30][CH2:31][CH2:32][CH2:33][CH2:34][CH2:35][C:36]([OH:38])=[O:37])(=[O:23])=[O:22])=[O:19])[CH2:15][C@H:14]1[CH:16]=[CH2:17])=[O:11])=O)(C)(C)C.C(O)(C(F)(F)F)=O. Product: [F:55][C:52]1[CH:51]=[CH:50][CH:49]=[C:48]2[C:53]=1[CH2:54][N:46]([C:44]([O:43][C@H:41]1[CH2:42][NH:8][C@H:9]([C:10]([NH:12][C@:13]3([C:18]([NH:20][S:21]([N:24]([CH3:39])[CH2:25][CH2:26][CH2:27][CH2:28][CH2:29][CH2:30][CH2:31][CH2:32][CH2:33][CH2:34][CH2:35][C:36]([OH:38])=[O:37])(=[O:22])=[O:23])=[O:19])[CH2:15][C@H:14]3[CH:16]=[CH2:17])=[O:11])[CH2:40]1)=[O:45])[CH2:47]2. The catalyst class is: 2. (2) Reactant: N1CC(=O)C1.CS(C)=O.C(Cl)(=O)C(Cl)=O.[Cl:16][C:17]1[CH:22]=[CH:21][C:20]([CH:23]([C:29]2[CH:34]=[CH:33][C:32]([Cl:35])=[CH:31][CH:30]=2)[N:24]2[CH2:27][CH:26]([OH:28])[CH2:25]2)=[CH:19][CH:18]=1. Product: [Cl:16][C:17]1[CH:22]=[CH:21][C:20]([CH:23]([C:29]2[CH:34]=[CH:33][C:32]([Cl:35])=[CH:31][CH:30]=2)[N:24]2[CH2:25][C:26](=[O:28])[CH2:27]2)=[CH:19][CH:18]=1. The catalyst class is: 236. (3) Reactant: [N:1]1([C:6]([O:8][CH2:9][C@H:10]2[CH2:14][C@@H:13]([NH:15][S:16]([C:19]3[CH:24]=[C:23]([Br:25])[CH:22]=[CH:21][C:20]=3[Br:26])(=[O:18])=[O:17])[CH2:12][N:11]2[C:27]([O:29][C:30]([CH3:33])([CH3:32])[CH3:31])=[O:28])=[O:7])[CH:5]=[CH:4]N=[CH:2]1.CNCC. Product: [Br:26][C:20]1[CH:21]=[CH:22][C:23]([Br:25])=[CH:24][C:19]=1[S:16]([NH:15][C@H:13]1[CH2:12][N:11]([C:27]([O:29][C:30]([CH3:32])([CH3:33])[CH3:31])=[O:28])[C@@H:10]([CH2:9][O:8][C:6]([N:1]([CH2:5][CH3:4])[CH3:2])=[O:7])[CH2:14]1)(=[O:17])=[O:18]. The catalyst class is: 308. (4) Reactant: C([O:4][C:5]1[C:14]2[C:9](=[CH:10][C:11]([O:15][CH3:16])=[CH:12][CH:13]=2)[CH:8]=[C:7]([CH3:17])[C:6]=1[C:18]1[CH:23]=[CH:22][CH:21]=[CH:20][CH:19]=1)(=O)C.C[O-].[Na+]. Product: [CH3:16][O:15][C:11]1[CH:10]=[C:9]2[C:14](=[CH:13][CH:12]=1)[C:5]([OH:4])=[C:6]([C:18]1[CH:19]=[CH:20][CH:21]=[CH:22][CH:23]=1)[C:7]([CH3:17])=[CH:8]2. The catalyst class is: 36. (5) Product: [Cl:12][C:13]1[N:18]=[C:17]([N:4]([CH:1]([CH3:3])[CH3:2])[S:5]([CH2:8][CH:9]([CH3:11])[CH3:10])(=[O:7])=[O:6])[CH:16]=[CH:15][N:14]=1. The catalyst class is: 10. Reactant: [CH:1]([NH:4][S:5]([CH2:8][CH:9]([CH3:11])[CH3:10])(=[O:7])=[O:6])([CH3:3])[CH3:2].[Cl:12][C:13]1[N:18]=[C:17](Cl)[CH:16]=[CH:15][N:14]=1.C(=O)([O-])[O-].[Cs+].[Cs+].O.